This data is from NCI-60 drug combinations with 297,098 pairs across 59 cell lines. The task is: Regression. Given two drug SMILES strings and cell line genomic features, predict the synergy score measuring deviation from expected non-interaction effect. (1) Drug 1: C1=CN(C=N1)CC(O)(P(=O)(O)O)P(=O)(O)O. Drug 2: CN(C(=O)NC(C=O)C(C(C(CO)O)O)O)N=O. Cell line: MALME-3M. Synergy scores: CSS=-1.25, Synergy_ZIP=0.438, Synergy_Bliss=-1.54, Synergy_Loewe=-2.04, Synergy_HSA=-2.71. (2) Drug 1: COC1=CC(=CC(=C1O)OC)C2C3C(COC3=O)C(C4=CC5=C(C=C24)OCO5)OC6C(C(C7C(O6)COC(O7)C8=CC=CS8)O)O. Drug 2: CC1C(C(CC(O1)OC2CC(CC3=C2C(=C4C(=C3O)C(=O)C5=CC=CC=C5C4=O)O)(C(=O)C)O)N)O. Cell line: ACHN. Synergy scores: CSS=59.9, Synergy_ZIP=-8.60, Synergy_Bliss=-10.1, Synergy_Loewe=-7.74, Synergy_HSA=-6.09. (3) Drug 1: CN(C(=O)NC(C=O)C(C(C(CO)O)O)O)N=O. Synergy scores: CSS=14.5, Synergy_ZIP=-1.95, Synergy_Bliss=4.88, Synergy_Loewe=5.36, Synergy_HSA=2.22. Drug 2: CC(C)CN1C=NC2=C1C3=CC=CC=C3N=C2N. Cell line: HL-60(TB). (4) Drug 1: CC1=C(C(=O)C2=C(C1=O)N3CC4C(C3(C2COC(=O)N)OC)N4)N. Drug 2: C1CC(CCC1OC2=C(C(=CC=C2)Cl)F)(CC3=NC(=CC=C3)NC4=NC=CS4)C(=O)O. Cell line: SK-OV-3. Synergy scores: CSS=28.9, Synergy_ZIP=-4.64, Synergy_Bliss=-8.27, Synergy_Loewe=-22.1, Synergy_HSA=-6.48. (5) Drug 1: C1=CC(=CC=C1CCCC(=O)O)N(CCCl)CCCl. Drug 2: CCN(CC)CCCC(C)NC1=C2C=C(C=CC2=NC3=C1C=CC(=C3)Cl)OC. Cell line: HS 578T. Synergy scores: CSS=14.0, Synergy_ZIP=-7.10, Synergy_Bliss=-4.85, Synergy_Loewe=-2.55, Synergy_HSA=-2.40.